From a dataset of Reaction yield outcomes from USPTO patents with 853,638 reactions. Predict the reaction yield, written as a fraction of the theoretical maximum amount of product (1.0 means a 100% yield; for example, 0.34 means a 34% yield). (1) The reactants are [Br:1][C:2]1[N:6]([S:7]([C:10]2[CH:15]=[CH:14][CH:13]=[CH:12][CH:11]=2)(=[O:9])=[O:8])[CH:5]=[C:4]([CH2:16][NH:17][CH3:18])[CH:3]=1.[C:19](=[O:22])([O-])[OH:20].[Na+]. The catalyst is C(OCC)(=O)C. The product is [Br:1][C:2]1[N:6]([S:7]([C:10]2[CH:15]=[CH:14][CH:13]=[CH:12][CH:11]=2)(=[O:9])=[O:8])[CH:5]=[C:4]([CH2:16][N:17]([CH3:18])[C:19](=[O:22])[O:20][C:4]([CH3:16])([CH3:5])[CH3:3])[CH:3]=1. The yield is 0.730. (2) The reactants are [OH:1][C:2]1[CH:7]=[CH:6][C:5]([N:8]2[CH2:13][CH2:12][C:11]3[CH:14]=[C:15]([C:17]4[CH:22]=[CH:21][C:20]([O:23][CH3:24])=[CH:19][CH:18]=4)[S:16][C:10]=3[C:9]2=[O:25])=[CH:4][C:3]=1[O:26][CH3:27].Cl.[Cl:29][CH2:30][CH2:31][N:32]1[CH2:37][CH2:36][O:35][CH2:34][CH2:33]1.[H-].[Na+].Cl.CCOC(C)=O. The catalyst is CN(C=O)C.CO. The product is [ClH:29].[CH3:27][O:26][C:3]1[CH:4]=[C:5]([N:8]2[CH2:13][CH2:12][C:11]3[CH:14]=[C:15]([C:17]4[CH:22]=[CH:21][C:20]([O:23][CH3:24])=[CH:19][CH:18]=4)[S:16][C:10]=3[C:9]2=[O:25])[CH:6]=[CH:7][C:2]=1[O:1][CH2:30][CH2:31][N:32]1[CH2:37][CH2:36][O:35][CH2:34][CH2:33]1. The yield is 0.200.